This data is from Reaction yield outcomes from USPTO patents with 853,638 reactions. The task is: Predict the reaction yield, written as a fraction of the theoretical maximum amount of product (1.0 means a 100% yield; for example, 0.34 means a 34% yield). (1) The reactants are [Cl:1][C:2]1[CH:11]=[CH:10][CH:9]=[C:8]2[C:3]=1[CH:4]=[CH:5][CH:6]=[N:7]2. The catalyst is C(O)(=O)C.C(OCC)C.[Pt]=O. The product is [Cl:1][C:2]1[CH:11]=[CH:10][CH:9]=[C:8]2[C:3]=1[CH2:4][CH2:5][CH2:6][NH:7]2. The yield is 0.690. (2) The reactants are CC1C=CC(S(O)(=O)=O)=CC=1.[OH:12][CH2:13][C:14]([C:17]1[CH:18]=[C:19]([OH:24])[CH:20]=[C:21]([OH:23])[CH:22]=1)([CH3:16])[CH3:15].[C:25]1([CH3:35])[CH2:30][CH2:29][C:28]([CH:31]([CH3:33])[CH3:32])=[C:27](O)[CH:26]=1. The catalyst is C(Cl)(Cl)Cl. The product is [OH:12][CH2:13][C:14]([C:17]1[CH:22]=[C:21]([OH:23])[C:20]2[C@@H:29]3[CH2:30][C:25]([CH3:35])=[CH:26][CH2:27][C@H:28]3[C:31]([CH3:33])([CH3:32])[O:24][C:19]=2[CH:18]=1)([CH3:16])[CH3:15]. The yield is 0.300. (3) The reactants are Cl[C:2]1[C:7]([F:8])=[C:6]([C:9]2[CH:14]=[CH:13][N:12]=[C:11]([NH:15][CH:16]3[CH2:21][CH2:20][O:19][CH2:18][CH2:17]3)[N:10]=2)[CH:5]=[CH:4][N:3]=1.Cl.[OH2:23]. No catalyst specified. The product is [F:8][C:7]1[C:2](=[O:23])[NH:3][CH:4]=[CH:5][C:6]=1[C:9]1[CH:14]=[CH:13][N:12]=[C:11]([NH:15][CH:16]2[CH2:21][CH2:20][O:19][CH2:18][CH2:17]2)[N:10]=1. The yield is 0.751. (4) The reactants are [NH2:1][C:2]1[N:7]=[C:6]([N:8]2[CH2:13][CH2:12][N:11]([C:14](=[O:24])[CH2:15][O:16][C:17]3[CH:22]=[CH:21][C:20]([Cl:23])=[CH:19][CH:18]=3)[CH2:10][CH2:9]2)[C:5]([NH2:25])=[C:4]([NH2:26])[N:3]=1.[CH3:27][O:28][C:29]1[CH:30]=[C:31]([CH:34]=[CH:35][C:36]=1[O:37][CH3:38])[CH:32]=O. No catalyst specified. The product is [NH2:1][C:2]1[N:3]=[C:4]2[C:5]([N:25]=[C:32]([C:31]3[CH:34]=[CH:35][C:36]([O:37][CH3:38])=[C:29]([O:28][CH3:27])[CH:30]=3)[NH:26]2)=[C:6]([N:8]2[CH2:9][CH2:10][N:11]([C:14](=[O:24])[CH2:15][O:16][C:17]3[CH:18]=[CH:19][C:20]([Cl:23])=[CH:21][CH:22]=3)[CH2:12][CH2:13]2)[N:7]=1. The yield is 0.570. (5) The reactants are [CH3:1][O:2][C:3]1[CH:4]=[C:5]([C:9]2[C:10]3[O:17][C:16]([CH:18]=O)=[CH:15][C:11]=3[CH:12]=[N:13][CH:14]=2)[CH:6]=[CH:7][CH:8]=1.[NH:20]1[CH2:26][C:24](=[O:25])[NH:23][C:21]1=S.C([O-])(=[O:29])C.[Na+]. The catalyst is C(O)(=O)C. The product is [CH3:1][O:2][C:3]1[CH:4]=[C:5]([C:9]2[C:10]3[O:17][C:16](/[CH:18]=[C:26]4/[C:24](=[O:25])[NH:23][C:21](=[O:29])[NH:20]/4)=[CH:15][C:11]=3[CH:12]=[N:13][CH:14]=2)[CH:6]=[CH:7][CH:8]=1. The yield is 0.210. (6) The reactants are Br[CH:2]1[CH2:7][CH2:6][CH2:5][CH:4]([C:8]([N:10]2[CH2:15][CH2:14][CH2:13][CH2:12][CH2:11]2)=[O:9])[C:3]1=O.[CH2:17]([O:24][CH2:25][CH2:26][NH:27][C:28]1[CH:33]=[CH:32][CH:31]=[CH:30][CH:29]=1)[C:18]1[CH:23]=[CH:22][CH:21]=[CH:20][CH:19]=1. The catalyst is CC(O)C.[Cl-].[Zn+2].[Cl-]. The product is [CH2:17]([O:24][CH2:25][CH2:26][N:27]1[C:2]2[CH2:7][CH2:6][CH2:5][CH:4]([C:8]([N:10]3[CH2:15][CH2:14][CH2:13][CH2:12][CH2:11]3)=[O:9])[C:3]=2[C:33]2[C:28]1=[CH:29][CH:30]=[CH:31][CH:32]=2)[C:18]1[CH:19]=[CH:20][CH:21]=[CH:22][CH:23]=1. The yield is 0.270.